This data is from NCI-60 drug combinations with 297,098 pairs across 59 cell lines. The task is: Regression. Given two drug SMILES strings and cell line genomic features, predict the synergy score measuring deviation from expected non-interaction effect. (1) Drug 2: CC1=C(C(=O)C2=C(C1=O)N3CC4C(C3(C2COC(=O)N)OC)N4)N. Drug 1: CC1C(C(CC(O1)OC2CC(CC3=C2C(=C4C(=C3O)C(=O)C5=C(C4=O)C(=CC=C5)OC)O)(C(=O)CO)O)N)O.Cl. Synergy scores: CSS=2.13, Synergy_ZIP=-1.09, Synergy_Bliss=-0.0467, Synergy_Loewe=-3.32, Synergy_HSA=-2.11. Cell line: RXF 393. (2) Drug 1: CN(C)C1=NC(=NC(=N1)N(C)C)N(C)C. Drug 2: C(CC(=O)O)C(=O)CN.Cl. Cell line: CAKI-1. Synergy scores: CSS=10.3, Synergy_ZIP=-1.15, Synergy_Bliss=2.21, Synergy_Loewe=-0.566, Synergy_HSA=2.86. (3) Drug 1: C1=CN(C=N1)CC(O)(P(=O)(O)O)P(=O)(O)O. Drug 2: C1CN(P(=O)(OC1)NCCCl)CCCl. Cell line: SNB-75. Synergy scores: CSS=-1.08, Synergy_ZIP=-0.529, Synergy_Bliss=-2.37, Synergy_Loewe=0.954, Synergy_HSA=-1.37. (4) Cell line: A549. Drug 1: CC12CCC(CC1=CCC3C2CCC4(C3CC=C4C5=CN=CC=C5)C)O. Synergy scores: CSS=-0.863, Synergy_ZIP=-1.35, Synergy_Bliss=-6.97, Synergy_Loewe=-11.7, Synergy_HSA=-8.16. Drug 2: C(CN)CNCCSP(=O)(O)O. (5) Drug 1: CC1CCC2CC(C(=CC=CC=CC(CC(C(=O)C(C(C(=CC(C(=O)CC(OC(=O)C3CCCCN3C(=O)C(=O)C1(O2)O)C(C)CC4CCC(C(C4)OC)OCCO)C)C)O)OC)C)C)C)OC. Drug 2: CC(C)CN1C=NC2=C1C3=CC=CC=C3N=C2N. Cell line: SK-MEL-28. Synergy scores: CSS=8.35, Synergy_ZIP=-0.0987, Synergy_Bliss=4.47, Synergy_Loewe=-2.10, Synergy_HSA=1.25.